This data is from Full USPTO retrosynthesis dataset with 1.9M reactions from patents (1976-2016). The task is: Predict the reactants needed to synthesize the given product. (1) Given the product [F:9][C:10]([F:28])([F:27])[C:11]1[CH:12]=[C:13]([CH:24]=[CH:25][CH:26]=1)[CH2:14][N:15]1[CH2:19][CH:18]2/[C:20](=[N:2]/[OH:3])/[CH2:21][CH2:22][CH:17]2[CH2:16]1, predict the reactants needed to synthesize it. The reactants are: Cl.[NH2:2][OH:3].C([O-])(=O)C.[Na+].[F:9][C:10]([F:28])([F:27])[C:11]1[CH:12]=[C:13]([CH:24]=[CH:25][CH:26]=1)[CH2:14][N:15]1[CH2:19][CH:18]2[C:20](=O)[CH2:21][CH2:22][CH:17]2[CH2:16]1. (2) Given the product [OH:26][C:27]1[C:28](=[O:29])[N:25]([CH2:24][CH2:23][C:13]2[C:22]3[C:17](=[CH:18][CH:19]=[CH:20][CH:21]=3)[CH:16]=[CH:15][CH:14]=2)[CH:1]([C:3]2[CH:12]=[CH:11][C:6]([C:7]([O:9][CH3:10])=[O:8])=[CH:5][CH:4]=2)[C:33]=1[C:34](=[O:41])[C:35]1[CH:36]=[CH:37][N:38]=[CH:39][CH:40]=1, predict the reactants needed to synthesize it. The reactants are: [CH:1]([C:3]1[CH:12]=[CH:11][C:6]([C:7]([O:9][CH3:10])=[O:8])=[CH:5][CH:4]=1)=O.[C:13]1([CH2:23][CH2:24][NH2:25])[C:22]2[C:17](=[CH:18][CH:19]=[CH:20][CH:21]=2)[CH:16]=[CH:15][CH:14]=1.[OH:26]/[C:27](=[CH:33]\[C:34](=[O:41])[C:35]1[CH:40]=[CH:39][N:38]=[CH:37][CH:36]=1)/[C:28](OCC)=[O:29]. (3) Given the product [CH2:18]([C:19]1[O:11][C:3]2[CH:4]=[CH:5][C:6]([N+:8]([O-:10])=[O:9])=[CH:7][C:2]=2[N:1]=1)[C:12]1[CH:17]=[CH:16][CH:15]=[CH:14][CH:13]=1, predict the reactants needed to synthesize it. The reactants are: [NH2:1][C:2]1[CH:7]=[C:6]([N+:8]([O-:10])=[O:9])[CH:5]=[CH:4][C:3]=1[OH:11].[C:12]1([CH2:18][C:19](Cl)=O)[CH:17]=[CH:16][CH:15]=[CH:14][CH:13]=1.[OH-].[Na+]. (4) Given the product [Cl:45][C:46]1[N:47]=[C:48]([C:53]([NH:30][CH:31]2[CH2:34][N:33]([C:35]3[S:36][C:37]([C:40]([O:42][CH2:43][CH3:44])=[O:41])=[CH:38][N:39]=3)[CH2:32]2)=[O:54])[NH:49][C:50]=1[CH2:51][CH3:52], predict the reactants needed to synthesize it. The reactants are: CCN=C=NCCCN(C)C.Cl.ON1C2C=CC=CC=2N=N1.CN1CCOCC1.[NH2:30][CH:31]1[CH2:34][N:33]([C:35]2[S:36][C:37]([C:40]([O:42][CH2:43][CH3:44])=[O:41])=[CH:38][N:39]=2)[CH2:32]1.[Cl:45][C:46]1[N:47]=[C:48]([C:53](O)=[O:54])[NH:49][C:50]=1[CH2:51][CH3:52]. (5) Given the product [Br:1][C:2]1[CH:7]=[CH:6][C:5]([C:11]2[C:12]3[CH:17]=[CH:16][CH:15]=[CH:14][C:13]=3[S:9][CH:10]=2)=[CH:4][CH:3]=1, predict the reactants needed to synthesize it. The reactants are: [Br:1][C:2]1[CH:7]=[CH:6][C:5](I)=[CH:4][CH:3]=1.[S:9]1[C:13]2[CH:14]=[CH:15][CH:16]=[CH:17][C:12]=2[C:11](B(O)O)=[CH:10]1.C(=O)([O-])[O-].[Na+].[Na+].